From a dataset of Forward reaction prediction with 1.9M reactions from USPTO patents (1976-2016). Predict the product of the given reaction. (1) Given the reactants Cl.[F:2][C:3]1[CH:8]=[CH:7][C:6]([NH:9]N)=[CH:5][CH:4]=1.[C:11]1([C:17](=O)[CH2:18][C:19]2[CH:24]=[CH:23][CH:22]=[CH:21][CH:20]=2)[CH:16]=[CH:15][CH:14]=[CH:13][CH:12]=1, predict the reaction product. The product is: [F:2][C:3]1[CH:8]=[C:7]2[C:6](=[CH:5][CH:4]=1)[NH:9][C:18]([C:19]1[CH:24]=[CH:23][CH:22]=[CH:21][CH:20]=1)=[C:17]2[C:11]1[CH:16]=[CH:15][CH:14]=[CH:13][CH:12]=1. (2) Given the reactants [F:1][CH:2]([F:32])[C:3]1[N:7]([C:8]2[N:13]=[C:12]([N:14]3[CH2:19][CH2:18][O:17][CH2:16][CH2:15]3)[N:11]=[C:10]([N:20]3[CH2:25][CH2:24][NH:23][CH2:22][CH2:21]3)[N:9]=2)[C:6]2[CH:26]=[CH:27][CH:28]=[C:29]([O:30][CH3:31])[C:5]=2[N:4]=1.[Cl:33][CH:34]([Cl:38])[C:35](Cl)=[O:36], predict the reaction product. The product is: [Cl:33][CH:34]([Cl:38])[C:35]([N:23]1[CH2:24][CH2:25][N:20]([C:10]2[N:11]=[C:12]([N:14]3[CH2:15][CH2:16][O:17][CH2:18][CH2:19]3)[N:13]=[C:8]([N:7]3[C:6]4[CH:26]=[CH:27][CH:28]=[C:29]([O:30][CH3:31])[C:5]=4[N:4]=[C:3]3[CH:2]([F:1])[F:32])[N:9]=2)[CH2:21][CH2:22]1)=[O:36]. (3) Given the reactants F[C:2]1[CH:3]=[C:4]([CH:7]=[CH:8][C:9]=1[N+:10]([O-:12])=[O:11])[C:5]#[N:6].[C:13]1([C@@H:19]2[C@@H:23]([C:24]3[CH:29]=[CH:28][CH:27]=[CH:26][CH:25]=3)[O:22][C:21]3([CH2:34][CH2:33][CH2:32][C@H:31]([CH2:35][NH2:36])[CH2:30]3)[O:20]2)[CH:18]=[CH:17][CH:16]=[CH:15][CH:14]=1.C(=O)([O-])[O-].[K+].[K+].C(Cl)Cl, predict the reaction product. The product is: [C:13]1([C@@H:19]2[C@@H:23]([C:24]3[CH:25]=[CH:26][CH:27]=[CH:28][CH:29]=3)[O:22][C:21]3([CH2:34][CH2:33][CH2:32][C@H:31]([CH2:35][NH:36][C:2]4[CH:3]=[C:4]([CH:7]=[CH:8][C:9]=4[N+:10]([O-:12])=[O:11])[C:5]#[N:6])[CH2:30]3)[O:20]2)[CH:14]=[CH:15][CH:16]=[CH:17][CH:18]=1. (4) Given the reactants C1C=CC(P([N:15]=[N+:16]=[N-:17])(C2C=CC=CC=2)=O)=CC=1.[CH2:18]=[C:19]([C:21]1[CH:22]=[C:23]([C@@H:27](O)[CH3:28])[CH:24]=[N:25][CH:26]=1)[CH3:20].C1CCN2C(=NCCC2)CC1, predict the reaction product. The product is: [N:15]([C@@H:27]([C:23]1[CH:24]=[N:25][CH:26]=[C:21]([C:19]([CH3:20])=[CH2:18])[CH:22]=1)[CH3:28])=[N+:16]=[N-:17].